From a dataset of Catalyst prediction with 721,799 reactions and 888 catalyst types from USPTO. Predict which catalyst facilitates the given reaction. (1) Reactant: F[C:2]1[CH:9]=[CH:8][C:5]([C:6]#[N:7])=[C:4]([C:10]([F:13])([F:12])[F:11])[CH:3]=1.[N:14]1([CH2:20][CH2:21][CH2:22][OH:23])[CH2:19][CH2:18][CH2:17][CH2:16][CH2:15]1.C[Si](C)(C)[N-][Si](C)(C)C.[K+]. Product: [N:14]1([CH2:20][CH2:21][CH2:22][O:23][C:2]2[CH:9]=[CH:8][C:5]([C:6]#[N:7])=[C:4]([C:10]([F:13])([F:12])[F:11])[CH:3]=2)[CH2:19][CH2:18][CH2:17][CH2:16][CH2:15]1. The catalyst class is: 56. (2) Reactant: Cl.[NH2:2][CH2:3][CH:4]([CH2:16][CH:17]([CH3:19])[CH3:18])[CH2:5][C:6]([O:8][CH2:9][C:10]1[CH:15]=[CH:14][CH:13]=[CH:12][CH:11]=1)=[O:7].CN1CCOCC1.Cl[C:28]([O:30][CH:31]([Cl:33])[CH3:32])=[O:29]. Product: [Cl:33][CH:31]([O:30][C:28]([NH:2][CH2:3][CH:4]([CH2:16][CH:17]([CH3:19])[CH3:18])[CH2:5][C:6]([O:8][CH2:9][C:10]1[CH:11]=[CH:12][CH:13]=[CH:14][CH:15]=1)=[O:7])=[O:29])[CH3:32]. The catalyst class is: 4. (3) Reactant: C(OC([N:8]1[CH2:12][C@H:11]([OH:13])[CH2:10][C@H:9]1[C:14]#[N:15])=O)(C)(C)C.O.[CH3:17][C:18]1[CH:23]=[CH:22][C:21]([S:24]([OH:27])(=[O:26])=[O:25])=[CH:20][CH:19]=1. Product: [OH:13][C@H:11]1[CH2:12][NH:8][C@H:9]([C:14]#[N:15])[CH2:10]1.[CH3:17][C:18]1[CH:19]=[CH:20][C:21]([S:24]([O-:27])(=[O:26])=[O:25])=[CH:22][CH:23]=1. The catalyst class is: 10.